This data is from Catalyst prediction with 721,799 reactions and 888 catalyst types from USPTO. The task is: Predict which catalyst facilitates the given reaction. (1) Reactant: C(O[N:7]=[C:8]1[C:16]2[C:11](=[CH:12][CH:13]=[CH:14][CH:15]=2)[N:10]([CH2:17][CH2:18][CH2:19][CH2:20][CH3:21])[C:9]1=[O:22])CCCC.[C:23](O[C:23]([O:25][C:26]([CH3:29])([CH3:28])[CH3:27])=[O:24])([O:25][C:26]([CH3:29])([CH3:28])[CH3:27])=[O:24]. Product: [O:22]=[C:9]1[CH:8]([NH:7][C:23](=[O:24])[O:25][C:26]([CH3:29])([CH3:28])[CH3:27])[C:16]2[C:11](=[CH:12][CH:13]=[CH:14][CH:15]=2)[N:10]1[CH2:17][CH2:18][CH2:19][CH2:20][CH3:21]. The catalyst class is: 183. (2) The catalyst class is: 1. Product: [F:43][C:26]([F:25])([F:42])[C@@:27]([CH2:1][S@:2]([C:4]1[CH:9]=[CH:8][C:7]([CH3:10])=[CH:6][CH:5]=1)=[O:3])([OH:41])[CH2:28][C:29]([C:32]1[CH:37]=[C:36]([F:38])[CH:35]=[CH:34][C:33]=1[O:39][CH3:40])([CH3:31])[CH3:30].[F:43][C:26]([F:25])([F:42])[C@:27]([CH2:1][S@:2]([C:4]1[CH:9]=[CH:8][C:7]([CH3:10])=[CH:6][CH:5]=1)=[O:3])([OH:41])[CH2:28][C:29]([C:32]1[CH:37]=[C:36]([F:38])[CH:35]=[CH:34][C:33]=1[O:39][CH3:40])([CH3:31])[CH3:30]. Reactant: [CH3:1][S@:2]([C:4]1[CH:9]=[CH:8][C:7]([CH3:10])=[CH:6][CH:5]=1)=[O:3].C([N-]C(C)C)(C)C.[Li+].C1CCCCC1.[F:25][C:26]([F:43])([F:42])[C:27](=[O:41])[CH2:28][C:29]([C:32]1[CH:37]=[C:36]([F:38])[CH:35]=[CH:34][C:33]=1[O:39][CH3:40])([CH3:31])[CH3:30]. (3) Reactant: [C:1]([O:5][C:6]([NH:8][CH2:9][C:10]([NH:12][C@@H:13]([C:21]([O:23]C)=[O:22])[CH2:14][CH:15]1[CH2:20][CH2:19][CH2:18][CH2:17][CH2:16]1)=[O:11])=[O:7])([CH3:4])([CH3:3])[CH3:2].[OH-].[Na+].C(O)(=O)C.CS(O)(=O)=O. Product: [C:1]([O:5][C:6]([NH:8][CH2:9][C:10]([NH:12][C@@H:13]([C:21]([OH:23])=[O:22])[CH2:14][CH:15]1[CH2:16][CH2:17][CH2:18][CH2:19][CH2:20]1)=[O:11])=[O:7])([CH3:4])([CH3:2])[CH3:3]. The catalyst class is: 24. (4) Reactant: [NH:1]1[CH2:6][CH2:5][S:4][CH2:3][CH2:2]1.CCN(CC)CC.[C:14]([O:18][C:19](O[C:19]([O:18][C:14]([CH3:17])([CH3:16])[CH3:15])=[O:20])=[O:20])([CH3:17])([CH3:16])[CH3:15]. Product: [N:1]1([C:19]([O:18][C:14]([CH3:17])([CH3:16])[CH3:15])=[O:20])[CH2:6][CH2:5][S:4][CH2:3][CH2:2]1. The catalyst class is: 2. (5) Reactant: [OH:1][C:2]1[C:3]([C:17]([NH:19][CH2:20][C:21]([O:23]CC)=[O:22])=[O:18])=[C:4]2[C:9](=[CH:10][C:11]=1[C:12]1[S:16][CH:15]=[N:14][CH:13]=1)[N:8]=[CH:7][CH:6]=[N:5]2.[OH-].[Na+]. Product: [OH:1][C:2]1[C:3]([C:17]([NH:19][CH2:20][C:21]([OH:23])=[O:22])=[O:18])=[C:4]2[C:9](=[CH:10][C:11]=1[C:12]1[S:16][CH:15]=[N:14][CH:13]=1)[N:8]=[CH:7][CH:6]=[N:5]2. The catalyst class is: 8. (6) Reactant: [Br:1][C:2]1[CH:27]=[CH:26][C:25]([F:28])=[CH:24][C:3]=1[O:4][CH:5]1[CH2:8][N:7]([C:9]2[N:10]=[CH:11][C:12]([C:15]([NH:17][CH2:18][C:19]([O:21]CC)=[O:20])=[O:16])=[N:13][CH:14]=2)[CH2:6]1.O1CCCC1.[OH-].[Li+].Cl. Product: [Br:1][C:2]1[CH:27]=[CH:26][C:25]([F:28])=[CH:24][C:3]=1[O:4][CH:5]1[CH2:8][N:7]([C:9]2[N:10]=[CH:11][C:12]([C:15]([NH:17][CH2:18][C:19]([OH:21])=[O:20])=[O:16])=[N:13][CH:14]=2)[CH2:6]1. The catalyst class is: 6.